Dataset: Forward reaction prediction with 1.9M reactions from USPTO patents (1976-2016). Task: Predict the product of the given reaction. (1) Given the reactants C([Si](C)(C)[O:6][C:7]1[CH:8]=[C:9]([CH:49]=[CH:50][CH:51]=1)[CH2:10][C@@H:11]1[NH:36][C:35](=[O:37])[C@H:34]([CH:38]([CH3:40])[CH3:39])[NH:33][C:32](=[O:41])[CH2:31][C@H:30]([O:42][CH3:43])[CH2:29][CH2:28][CH:27]=[CH:26][C:25]2=[CH:44][C:21](=[CH:22][CH:23]=[CH:24]2)[C@@H:20]([CH3:45])[O:19][C:18](=[O:46])[C@H:17]2[NH:47][N:13]([CH2:14][CH2:15][CH2:16]2)[C:12]1=[O:48])(C)(C)C.CCCC[N+](CCCC)(CCCC)CCCC.[F-].C(=O)(O)[O-].[Na+], predict the reaction product. The product is: [OH:6][C:7]1[CH:8]=[C:9]([CH:49]=[CH:50][CH:51]=1)[CH2:10][C@@H:11]1[NH:36][C:35](=[O:37])[C@H:34]([CH:38]([CH3:39])[CH3:40])[NH:33][C:32](=[O:41])[CH2:31][C@H:30]([O:42][CH3:43])[CH2:29][CH2:28][CH:27]=[CH:26][C:25]2=[CH:44][C:21](=[CH:22][CH:23]=[CH:24]2)[C@@H:20]([CH3:45])[O:19][C:18](=[O:46])[C@H:17]2[NH:47][N:13]([CH2:14][CH2:15][CH2:16]2)[C:12]1=[O:48]. (2) Given the reactants C(OC([N:8]1[CH2:12][CH2:11][S:10][CH:9]1[C:13]1[NH:14][C:15]([C:18]2[CH:23]=[CH:22][C:21]([C:24]3[CH:33]=[CH:32][C:31]4[C:26](=[CH:27][CH:28]=[C:29]([C:34]5[N:35]=[C:36]([CH:39]6[CH2:45][C:42]7([CH2:44][CH2:43]7)[CH2:41][N:40]6[C:46](=[O:56])[CH:47]([NH:51][C:52]([O:54][CH3:55])=[O:53])[CH:48]([CH3:50])[CH3:49])[NH:37][CH:38]=5)[CH:30]=4)[CH:25]=3)=[CH:20][CH:19]=2)=[CH:16][N:17]=1)=O)(C)(C)C.Cl.CCN(C(C)C)C(C)C.[CH3:67][O:68][CH2:69][CH2:70][CH:71]([NH:75][C:76]([O:78][CH3:79])=[O:77])[C:72]([OH:74])=O.CN(C(ON1N=NC2C=CC=NC1=2)=[N+](C)C)C.F[P-](F)(F)(F)(F)F, predict the reaction product. The product is: [CH3:55][O:54][C:52](=[O:53])[NH:51][CH:47]([C:46]([N:40]1[CH:39]([C:36]2[NH:37][CH:38]=[C:34]([C:29]3[CH:28]=[CH:27][C:26]4[C:31](=[CH:32][CH:33]=[C:24]([C:21]5[CH:22]=[CH:23][C:18]([C:15]6[NH:14][C:13]([CH:9]7[N:8]([C:72](=[O:74])[CH:71]([NH:75][C:76]([O:78][CH3:79])=[O:77])[CH2:70][CH2:69][O:68][CH3:67])[CH2:12][CH2:11][S:10]7)=[N:17][CH:16]=6)=[CH:19][CH:20]=5)[CH:25]=4)[CH:30]=3)[N:35]=2)[CH2:45][C:42]2([CH2:44][CH2:43]2)[CH2:41]1)=[O:56])[CH:48]([CH3:50])[CH3:49]. (3) Given the reactants [CH:1]([C:4]1[CH:9]=[CH:8][C:7]([S:10](Cl)(=[O:12])=[O:11])=[CH:6][CH:5]=1)([CH3:3])[CH3:2].[NH2:14][C:15]1[N:19]([CH3:20])[N:18]=[C:17]([O:21][CH3:22])[C:16]=1[C:23]1[CH:31]=[CH:30][C:26]2[O:27][CH2:28][O:29][C:25]=2[CH:24]=1.CN(C1C=CC=CN=1)C, predict the reaction product. The product is: [O:27]1[C:26]2[CH:30]=[CH:31][C:23]([C:16]3[C:17]([O:21][CH3:22])=[N:18][N:19]([CH3:20])[C:15]=3[NH:14][S:10]([C:7]3[CH:8]=[CH:9][C:4]([CH:1]([CH3:3])[CH3:2])=[CH:5][CH:6]=3)(=[O:12])=[O:11])=[CH:24][C:25]=2[O:29][CH2:28]1. (4) The product is: [OH:4][CH2:3][CH:5]1[C:17]2[CH:16]=[C:15]([C:18]([OH:20])=[O:19])[CH:14]=[CH:13][C:12]=2[C:11]2[C:6]1=[CH:7][CH:8]=[CH:9][CH:10]=2. Given the reactants [BH4-].[Na+].[CH:3]([CH:5]1[C:17]2[CH:16]=[C:15]([C:18]([OH:20])=[O:19])[CH:14]=[CH:13][C:12]=2[C:11]2[C:6]1=[CH:7][CH:8]=[CH:9][CH:10]=2)=[O:4].Cl.C1C(=C)C=CC=1, predict the reaction product. (5) Given the reactants Cl.O1CCOCC1.C(OC([N:15]1[CH2:19][C@@H:18]([O:20][C:21](=[O:30])[NH:22][CH2:23][C:24]2[CH:29]=[CH:28][CH:27]=[CH:26][N:25]=2)[C@H:17]([CH2:31][N:32]([CH:49]([CH3:51])[CH3:50])[C:33](=[O:48])[C:34]2[CH:39]=[CH:38][C:37]([O:40][CH3:41])=[C:36]([O:42][CH2:43][CH2:44][CH2:45][O:46][CH3:47])[CH:35]=2)[CH2:16]1)=O)(C)(C)C, predict the reaction product. The product is: [CH:49]([N:32]([CH2:31][C@@H:17]1[CH2:16][NH:15][CH2:19][C@H:18]1[O:20][C:21](=[O:30])[NH:22][CH2:23][C:24]1[CH:29]=[CH:28][CH:27]=[CH:26][N:25]=1)[C:33](=[O:48])[C:34]1[CH:39]=[CH:38][C:37]([O:40][CH3:41])=[C:36]([O:42][CH2:43][CH2:44][CH2:45][O:46][CH3:47])[CH:35]=1)([CH3:51])[CH3:50]. (6) Given the reactants [CH3:1][O:2][C:3]([C:5]1[S:6][C:7]([C:22]2[CH:27]=[CH:26][CH:25]=[CH:24][CH:23]=2)=[CH:8][C:9]=1[NH:10][CH:11]([CH3:21])[CH2:12][O:13][Si](C(C)(C)C)(C)C)=[O:4].[C:28](Cl)(=O)C, predict the reaction product. The product is: [CH3:1][O:2][C:3]([C:5]1[S:6][C:7]([C:22]([CH3:28])=[CH:27][CH:26]=[CH:25][CH:24]=[CH2:23])=[CH:8][C:9]=1[NH:10][CH:11]([CH3:21])[CH2:12][OH:13])=[O:4]. (7) Given the reactants [CH3:1][C:2]1[O:6][C:5]([C:7]2[CH2:8][C:9]3[C:14]([CH:15]=2)=[C:13]([C:16]2[CH:21]=[CH:20][CH:19]=[CH:18][CH:17]=2)[C:12]([CH3:22])=[C:11]([CH3:23])[CH:10]=3)=[CH:4][CH:3]=1.[CH2:24]([Li])[CH2:25][CH2:26][CH3:27].CN1[CH:34]=[CH:33]N=C1.Cl[Si:36](Cl)([CH3:38])[CH3:37], predict the reaction product. The product is: [CH3:37][Si:36]([CH3:38])([CH:24]1[C:9]2[C:27](=[C:13]([C:16]3[CH:21]=[CH:20][CH:19]=[CH:18][CH:17]=3)[C:12]([CH3:22])=[C:11]([CH3:23])[CH:10]=2)[CH:26]=[C:25]1[C:5]1[O:6][C:33]([CH3:34])=[CH:3][CH:4]=1)[CH:8]1[C:9]2[C:14](=[C:13]([C:16]3[CH:21]=[CH:20][CH:19]=[CH:18][CH:17]=3)[C:12]([CH3:22])=[C:11]([CH3:23])[CH:10]=2)[CH:15]=[C:7]1[C:5]1[O:6][C:2]([CH3:1])=[CH:3][CH:4]=1. (8) Given the reactants [C:1]([OH:14])(=[O:13])/[CH:2]=[CH:3]/[C:4]1[CH:12]=[CH:11][C:9]([OH:10])=[C:6]([O:7][CH3:8])[CH:5]=1.C(N(CC)CC)C.[C:22](OC(=O)C)(=[O:24])[CH3:23].Cl, predict the reaction product. The product is: [C:22]([O:10][C:9]1[CH:11]=[CH:12][C:4](/[CH:3]=[CH:2]/[C:1]([OH:14])=[O:13])=[CH:5][C:6]=1[O:7][CH3:8])(=[O:24])[CH3:23]. (9) Given the reactants [O:1]1[CH2:6][CH2:5][CH2:4][CH2:3][CH:2]1[O:7][CH2:8][CH2:9][O:10][C:11]1[CH:16]=[CH:15][C:14]([C:17](=[O:19])[CH3:18])=[CH:13][CH:12]=1.CC(OC)(C)C.CC(C)([O-])C.[K+].C[O:33][C:34]([C:36]1[CH:41]=[CH:40][C:39]([CH3:42])=[CH:38][CH:37]=1)=O, predict the reaction product. The product is: [C:39]1([CH3:42])[CH:40]=[CH:41][C:36]([C:34](=[O:33])[CH2:18][C:17]([C:14]2[CH:13]=[CH:12][C:11]([O:10][CH2:9][CH2:8][O:7][CH:2]3[CH2:3][CH2:4][CH2:5][CH2:6][O:1]3)=[CH:16][CH:15]=2)=[O:19])=[CH:37][CH:38]=1. (10) Given the reactants [C:1]([Si:5]([CH3:36])([CH3:35])[O:6][CH2:7][CH2:8][N:9]([CH:14]1[CH2:19][CH2:18][CH:17]([N:20](CC2C=CC=CC=2)CC2C=CC=CC=2)[CH2:16][CH2:15]1)[S:10]([CH3:13])(=[O:12])=[O:11])([CH3:4])([CH3:3])[CH3:2], predict the reaction product. The product is: [C:1]([Si:5]([CH3:36])([CH3:35])[O:6][CH2:7][CH2:8][N:9]([CH:14]1[CH2:15][CH2:16][CH:17]([NH2:20])[CH2:18][CH2:19]1)[S:10]([CH3:13])(=[O:12])=[O:11])([CH3:4])([CH3:3])[CH3:2].